This data is from Full USPTO retrosynthesis dataset with 1.9M reactions from patents (1976-2016). The task is: Predict the reactants needed to synthesize the given product. (1) Given the product [CH3:3][CH:2]([O:4][C:5]1[CH:6]=[CH:7][C:8]([N:11]2[C:44](=[O:45])[C:43]([CH2:42][C:39]3[CH:40]=[CH:41][C:36]([C:31]4[C:30]([C:28]#[N:29])=[CH:35][CH:34]=[CH:33][CH:32]=4)=[CH:37][CH:38]=3)=[C:49]([CH2:50][CH2:51][CH3:52])[N:16]3[N:15]=[CH:14][CH:13]=[C:12]23)=[CH:9][CH:10]=1)[CH3:1], predict the reactants needed to synthesize it. The reactants are: [CH3:1][CH:2]([O:4][C:5]1[CH:10]=[CH:9][C:8]([NH:11][C:12]2[NH:16][N:15]=[CH:14][CH:13]=2)=[CH:7][CH:6]=1)[CH3:3].N12CCCN=C1CCCCC2.[C:28]([C:30]1[CH:35]=[CH:34][CH:33]=[CH:32][C:31]=1[C:36]1[CH:41]=[CH:40][C:39]([CH2:42][CH:43]([C:49](=O)[CH2:50][CH2:51][CH3:52])[C:44](OCC)=[O:45])=[CH:38][CH:37]=1)#[N:29].C(OCC)(=O)C. (2) Given the product [NH2:23][C:13]1[CH:14]=[C:15]2[C:20](=[C:11]([C:1]3[C:10]4[C:5](=[CH:6][CH:7]=[CH:8][CH:9]=4)[CH:4]=[CH:3][CH:2]=3)[CH:12]=1)[N:19]=[C:18]([C:21]#[N:22])[CH:17]=[CH:16]2, predict the reactants needed to synthesize it. The reactants are: [C:1]1([C:11]2[CH:12]=[C:13]([N+:23]([O-])=O)[CH:14]=[C:15]3[C:20]=2[N:19]=[C:18]([C:21]#[N:22])[CH:17]=[CH:16]3)[C:10]2[C:5](=[CH:6][CH:7]=[CH:8][CH:9]=2)[CH:4]=[CH:3][CH:2]=1.[NH4+].[Cl-]. (3) Given the product [CH:9]([C:13]1[C:14](=[O:15])[NH:6][C:5]2[C:7]([C:19]=1[OH:20])=[CH:8][C:2]([F:1])=[CH:3][CH:4]=2)([CH2:11][CH3:12])[CH3:10], predict the reactants needed to synthesize it. The reactants are: [F:1][C:2]1[CH:8]=[CH:7][C:5]([NH2:6])=[CH:4][CH:3]=1.[CH:9]([CH:13]([C:19](OCC)=[O:20])[C:14](OCC)=[O:15])([CH2:11][CH3:12])[CH3:10]. (4) Given the product [CH3:42][N:43]([CH3:48])[S:44]([N:27]([CH:28]([CH3:29])[CH3:30])[CH2:26][C@H:13]1[CH2:14][N:15]([S:18]([C:21]2[S:22][CH:23]=[CH:24][CH:25]=2)(=[O:20])=[O:19])[CH2:16][CH2:17][N:12]1[C:9]1[CH:8]=[CH:7][C:6]([C:3]([OH:5])([CH3:4])[C:2]([F:1])([F:31])[F:32])=[CH:11][CH:10]=1)(=[O:46])=[O:45], predict the reactants needed to synthesize it. The reactants are: [F:1][C:2]([F:32])([F:31])[C:3]([C:6]1[CH:11]=[CH:10][C:9]([N:12]2[CH2:17][CH2:16][N:15]([S:18]([C:21]3[S:22][CH:23]=[CH:24][CH:25]=3)(=[O:20])=[O:19])[CH2:14][C@@H:13]2[CH2:26][NH:27][CH:28]([CH3:30])[CH3:29])=[CH:8][CH:7]=1)([OH:5])[CH3:4].CCN(C(C)C)C(C)C.[CH3:42][N:43]([CH3:48])[S:44](Cl)(=[O:46])=[O:45]. (5) Given the product [F:1][C:2]1[CH:3]=[C:4]([C@@H:12]([C@@H:32]2[CH2:36][CH2:35][CH2:34][NH:33]2)[C:13]([N:15]2[CH2:16][CH2:17][N:18]([C:21]3[C:22]4[C@H:29]([CH3:30])[CH2:28][C@@H:27]([OH:31])[C:23]=4[N:24]=[CH:25][N:26]=3)[CH2:19][CH2:20]2)=[O:14])[CH:5]=[CH:6][C:7]=1[C:8]([F:10])([F:9])[F:11], predict the reactants needed to synthesize it. The reactants are: [F:1][C:2]1[CH:3]=[C:4]([C@@H:12]([C@@H:32]2[CH2:36][CH2:35][CH2:34][N:33]2C(OC(C)(C)C)=O)[C:13]([N:15]2[CH2:20][CH2:19][N:18]([C:21]3[C:22]4[C@H:29]([CH3:30])[CH2:28][C@@H:27]([OH:31])[C:23]=4[N:24]=[CH:25][N:26]=3)[CH2:17][CH2:16]2)=[O:14])[CH:5]=[CH:6][C:7]=1[C:8]([F:11])([F:10])[F:9].CO.Cl.O1CCOCC1.